This data is from Catalyst prediction with 721,799 reactions and 888 catalyst types from USPTO. The task is: Predict which catalyst facilitates the given reaction. (1) Reactant: ClC1C=[C:4](C=CC=1)[C:5]([O:7]O)=[O:6].CS[C:14]1[N:15]=[CH:16][C:17]2[C:18](=[O:34])[N:19]([C:28]3[CH:33]=[CH:32][CH:31]=[CH:30][CH:29]=3)[C:20]3[CH:21]=[CH:22][CH:23]=[CH:24][C:25]=3[C:26]=2[N:27]=1.[CH3:35][N:36]1[CH2:41][CH2:40][N:39]([C:42]2[CH:48]=[CH:47][C:45]([NH2:46])=[CH:44][CH:43]=2)[CH2:38][CH2:37]1.CCN(C(C)C)C(C)C. Product: [C:5]([O-:7])(=[O:6])[CH3:4].[NH4+:15].[CH3:35][N:36]1[CH2:37][CH2:38][N:39]([C:42]2[CH:48]=[CH:47][C:45]([NH:46][C:14]3[N:15]=[CH:16][C:17]4[C:18](=[O:34])[N:19]([C:28]5[CH:33]=[CH:32][CH:31]=[CH:30][CH:29]=5)[C:20]5[CH:21]=[CH:22][CH:23]=[CH:24][C:25]=5[C:26]=4[N:27]=3)=[CH:44][CH:43]=2)[CH2:40][CH2:41]1. The catalyst class is: 11. (2) Reactant: Cl.[Br:2][C:3]1[CH:4]=[CH:5][C:6]([F:11])=[C:7]([CH:10]=1)[CH2:8][NH2:9].[CH3:12][O:13][CH:14]([O:19][CH3:20])[C:15](OC)=[O:16].CCN(C(C)C)C(C)C. Product: [Br:2][C:3]1[CH:4]=[CH:5][C:6]([F:11])=[C:7]([CH:10]=1)[CH2:8][NH:9][C:15](=[O:16])[CH:14]([O:19][CH3:20])[O:13][CH3:12]. The catalyst class is: 5. (3) Reactant: [F:1][C:2]1[CH:7]=[CH:6][C:5]([C:8]2[O:9][C:10]3[CH:20]=[C:19]([CH2:21][OH:22])[C:18]([O:23][CH:24]([CH3:26])[CH3:25])=[CH:17][C:11]=3[C:12]=2[C:13]([NH:15][CH3:16])=[O:14])=[CH:4][CH:3]=1.[CH3:27][S:28](Cl)(=[O:30])=[O:29]. Product: [CH3:27][S:28]([O:22][CH2:21][C:19]1[C:18]([O:23][CH:24]([CH3:26])[CH3:25])=[CH:17][C:11]2[C:12]([C:13](=[O:14])[NH:15][CH3:16])=[C:8]([C:5]3[CH:6]=[CH:7][C:2]([F:1])=[CH:3][CH:4]=3)[O:9][C:10]=2[CH:20]=1)(=[O:30])=[O:29]. The catalyst class is: 808.